From a dataset of Catalyst prediction with 721,799 reactions and 888 catalyst types from USPTO. Predict which catalyst facilitates the given reaction. (1) Reactant: [C:1]1([S:7]([C:10]2[C:18]3[C:13](=[CH:14][CH:15]=[C:16]([O:19][CH2:20][CH2:21]OS(C4C=CC(C)=CC=4)(=O)=O)[CH:17]=3)[NH:12][N:11]=2)(=[O:9])=[O:8])[CH:6]=[CH:5][CH:4]=[CH:3][CH:2]=1.[CH2:33]([NH2:37])[CH2:34][CH2:35][CH3:36]. Product: [C:1]1([S:7]([C:10]2[C:18]3[C:13](=[CH:14][CH:15]=[C:16]([O:19][CH2:20][CH2:21][NH:37][CH2:33][CH2:34][CH2:35][CH3:36])[CH:17]=3)[NH:12][N:11]=2)(=[O:8])=[O:9])[CH:2]=[CH:3][CH:4]=[CH:5][CH:6]=1. The catalyst class is: 1. (2) Reactant: [Cl-].O[NH3+:3].[C:4](=[O:7])([O-])[OH:5].[Na+].CS(C)=O.[CH2:13]([C:15]1[N:16]([C:40]2[CH:41]=[N:42][C:43]([O:46][CH:47]3[CH2:52][CH2:51][O:50][CH2:49][CH2:48]3)=[CH:44][CH:45]=2)[C:17](=[O:39])[C:18]([CH2:24][C:25]2[CH:30]=[CH:29][C:28]([C:31]3[C:32]([C:37]#[N:38])=[CH:33][CH:34]=[CH:35][CH:36]=3)=[CH:27][CH:26]=2)=[C:19]([CH2:21][CH2:22][CH3:23])[N:20]=1)[CH3:14]. Product: [CH2:13]([C:15]1[N:16]([C:40]2[CH:41]=[N:42][C:43]([O:46][CH:47]3[CH2:52][CH2:51][O:50][CH2:49][CH2:48]3)=[CH:44][CH:45]=2)[C:17](=[O:39])[C:18]([CH2:24][C:25]2[CH:30]=[CH:29][C:28]([C:31]3[CH:36]=[CH:35][CH:34]=[CH:33][C:32]=3[C:37]3[NH:3][C:4](=[O:7])[O:5][N:38]=3)=[CH:27][CH:26]=2)=[C:19]([CH2:21][CH2:22][CH3:23])[N:20]=1)[CH3:14]. The catalyst class is: 13.